From a dataset of Forward reaction prediction with 1.9M reactions from USPTO patents (1976-2016). Predict the product of the given reaction. Given the reactants [CH3:1][C:2]1[CH:6]=[C:5]([NH:7][C:8](=[O:15])OCC(Cl)(Cl)Cl)[O:4][N:3]=1.[C:16]1([C:22]2[N:26]=[C:25]([N:27]3[CH2:32][CH2:31][NH:30][CH2:29][CH2:28]3)[S:24][N:23]=2)[CH:21]=[CH:20][CH:19]=[CH:18][CH:17]=1.C(N(C(C)C)CC)(C)C.O, predict the reaction product. The product is: [CH3:1][C:2]1[CH:6]=[C:5]([NH:7][C:8]([N:30]2[CH2:31][CH2:32][N:27]([C:25]3[S:24][N:23]=[C:22]([C:16]4[CH:21]=[CH:20][CH:19]=[CH:18][CH:17]=4)[N:26]=3)[CH2:28][CH2:29]2)=[O:15])[O:4][N:3]=1.